From a dataset of Catalyst prediction with 721,799 reactions and 888 catalyst types from USPTO. Predict which catalyst facilitates the given reaction. Reactant: [F-].C([N+](CCCC)(CCCC)CCCC)CCC.[C:19]([O:23][C:24]([N:26]([C:68]([O:70][C:71]([CH3:74])([CH3:73])[CH3:72])=[O:69])[C:27]1[C:28]2[C:35]([I:36])=[CH:34][N:33]([C@@H:37]3[CH2:41][N:40]([C:42]([O:44][C:45]([CH3:48])([CH3:47])[CH3:46])=[O:43])[C@H:39]([CH2:49][O:50][Si](C(C)(C)C)(C4C=CC=CC=4)C4C=CC=CC=4)[CH2:38]3)[C:29]=2[N:30]=[CH:31][N:32]=1)=[O:25])([CH3:22])([CH3:21])[CH3:20]. Product: [C:19]([O:23][C:24]([N:26]([C:68]([O:70][C:71]([CH3:74])([CH3:73])[CH3:72])=[O:69])[C:27]1[C:28]2[C:35]([I:36])=[CH:34][N:33]([C@@H:37]3[CH2:41][N:40]([C:42]([O:44][C:45]([CH3:46])([CH3:47])[CH3:48])=[O:43])[C@H:39]([CH2:49][OH:50])[CH2:38]3)[C:29]=2[N:30]=[CH:31][N:32]=1)=[O:25])([CH3:20])([CH3:21])[CH3:22]. The catalyst class is: 1.